This data is from Forward reaction prediction with 1.9M reactions from USPTO patents (1976-2016). The task is: Predict the product of the given reaction. (1) Given the reactants [NH:1]1[CH2:6][CH2:5][C:4]2([O:11][C:10]3[C:12]4[C:17]([C:18](=[O:21])[C:19](=[O:20])[C:9]=3[S:8][CH2:7]2)=[CH:16][CH:15]=[CH:14][CH:13]=4)[CH2:3][CH2:2]1.[CH3:22][C:23]1[C:27]([C:28](Cl)=[O:29])=[C:26]([CH3:31])[O:25][N:24]=1, predict the reaction product. The product is: [CH3:22][C:23]1[C:27]([C:28]([N:1]2[CH2:2][CH2:3][C:4]3([O:11][C:10]4[C:12]5[C:17]([C:18](=[O:21])[C:19](=[O:20])[C:9]=4[S:8][CH2:7]3)=[CH:16][CH:15]=[CH:14][CH:13]=5)[CH2:5][CH2:6]2)=[O:29])=[C:26]([CH3:31])[O:25][N:24]=1. (2) Given the reactants [CH3:1][C:2]1[C:10]2[C:5](=[N:6][CH:7]=[C:8]([C:17]3[CH:22]=[CH:21][CH:20]=[CH:19][CH:18]=3)[C:9]=2[N:11]2[CH2:16][CH2:15][NH:14][CH2:13][CH2:12]2)[NH:4][CH:3]=1.[C:23]([O:27][C:28]([NH:30][CH2:31][CH:32]([CH2:36][C:37]1[CH:42]=[CH:41][C:40]([Cl:43])=[CH:39][CH:38]=1)[C:33](O)=[O:34])=[O:29])([CH3:26])([CH3:25])[CH3:24].C1C=CC2N(O)N=NC=2C=1.O.CCN=C=NCCCN(C)C.CCN(C(C)C)C(C)C, predict the reaction product. The product is: [Cl:43][C:40]1[CH:41]=[CH:42][C:37]([CH2:36][CH:32]([C:33]([N:14]2[CH2:13][CH2:12][N:11]([C:9]3[C:8]([C:17]4[CH:18]=[CH:19][CH:20]=[CH:21][CH:22]=4)=[CH:7][N:6]=[C:5]4[NH:4][CH:3]=[C:2]([CH3:1])[C:10]=34)[CH2:16][CH2:15]2)=[O:34])[CH2:31][NH:30][C:28](=[O:29])[O:27][C:23]([CH3:26])([CH3:25])[CH3:24])=[CH:38][CH:39]=1. (3) Given the reactants [F:1][C:2]1[CH:10]=[C:9]2[C:5]([CH:6]=[N:7][N:8]2[CH3:11])=[C:4]([NH:12]C(=O)OC(C)(C)C)[CH:3]=1.Cl, predict the reaction product. The product is: [F:1][C:2]1[CH:3]=[C:4]([NH2:12])[C:5]2[CH:6]=[N:7][N:8]([CH3:11])[C:9]=2[CH:10]=1. (4) Given the reactants [N:1]([C@@H:4]([CH3:24])[C@H:5]([NH:16][C:17]([O:19][C:20]([CH3:23])([CH3:22])[CH3:21])=[O:18])[C:6]([O:8]CC1C=CC=CC=1)=[O:7])=[N+]=[N-], predict the reaction product. The product is: [NH2:1][C@@H:4]([CH3:24])[C@H:5]([NH:16][C:17]([O:19][C:20]([CH3:23])([CH3:22])[CH3:21])=[O:18])[C:6]([OH:8])=[O:7]. (5) Given the reactants [O:1]1[C:5]2([CH2:9][CH2:8][CH:7]([CH2:10][CH2:11][OH:12])[CH2:6]2)[O:4][CH2:3][CH2:2]1.CC(OI1(OC(C)=O)(OC(C)=O)OC(=O)C2C=CC=CC1=2)=O, predict the reaction product. The product is: [O:1]1[C:5]2([CH2:9][CH2:8][CH:7]([CH2:10][CH:11]=[O:12])[CH2:6]2)[O:4][CH2:3][CH2:2]1. (6) Given the reactants [H-].[Na+].[C:3]([O:7][C:8]([NH:10][C@@H:11]([C:22]([OH:24])=[O:23])[CH2:12][C:13]1[C:21]2[C:16](=[CH:17][CH:18]=[CH:19][CH:20]=2)[NH:15][CH:14]=1)=[O:9])([CH3:6])([CH3:5])[CH3:4].Br[CH2:26][CH:27]1[CH2:30][CH2:29][CH2:28]1, predict the reaction product. The product is: [C:3]([O:7][C:8]([NH:10][C@@H:11]([C:22]([OH:24])=[O:23])[CH2:12][C:13]1[C:21]2[C:16](=[CH:17][CH:18]=[CH:19][CH:20]=2)[N:15]([CH2:26][CH:27]2[CH2:30][CH2:29][CH2:28]2)[CH:14]=1)=[O:9])([CH3:6])([CH3:4])[CH3:5].